Dataset: Reaction yield outcomes from USPTO patents with 853,638 reactions. Task: Predict the reaction yield, written as a fraction of the theoretical maximum amount of product (1.0 means a 100% yield; for example, 0.34 means a 34% yield). (1) The reactants are C([O:8][C:9]1[CH:14]=[CH:13][C:12]([N:15]2[CH2:20][CH2:19][O:18][CH2:17][CH2:16]2)=[CH:11][C:10]=1[N+:21]([O-])=O)C1C=CC=CC=1. The catalyst is ClCCl.C(O)C.[Pd]. The product is [NH2:21][C:10]1[CH:11]=[C:12]([N:15]2[CH2:16][CH2:17][O:18][CH2:19][CH2:20]2)[CH:13]=[CH:14][C:9]=1[OH:8]. The yield is 0.960. (2) The reactants are [N:1]1[CH:6]=[CH:5][C:4]([C:7]2[S:16][C:10]3[NH:11][CH:12]=[N:13][C:14](=O)[C:9]=3[CH:8]=2)=[CH:3][CH:2]=1.S(Cl)([Cl:19])=O. The catalyst is CN(C=O)C. The product is [Cl:19][C:14]1[C:9]2[CH:8]=[C:7]([C:4]3[CH:5]=[CH:6][N:1]=[CH:2][CH:3]=3)[S:16][C:10]=2[N:11]=[CH:12][N:13]=1. The yield is 0.930. (3) The reactants are Br[C:2]1[CH:3]=[C:4]([C:8]([F:31])([F:30])[CH2:9][CH2:10][C:11]2[N:15]([CH2:16][CH3:17])[C:14](=[O:18])[N:13]([CH2:19][C:20]3[CH:25]=[CH:24][C:23]([C:26]([CH3:29])([CH3:28])[CH3:27])=[CH:22][CH:21]=3)[N:12]=2)[CH:5]=[CH:6][CH:7]=1.[B:32]1([B:32]2[O:36][C:35]([CH3:38])([CH3:37])[C:34]([CH3:40])([CH3:39])[O:33]2)[O:36][C:35]([CH3:38])([CH3:37])[C:34]([CH3:40])([CH3:39])[O:33]1.CC([O-])=O.[K+].N#N. The catalyst is O1CCOCC1.C(Cl)Cl.O.C1C=CC(P(C2C=CC=CC=2)[C-]2C=CC=C2)=CC=1.C1C=CC(P(C2C=CC=CC=2)[C-]2C=CC=C2)=CC=1.Cl[Pd]Cl.[Fe+2]. The product is [C:26]([C:23]1[CH:24]=[CH:25][C:20]([CH2:19][N:13]2[C:14](=[O:18])[N:15]([CH2:16][CH3:17])[C:11]([CH2:10][CH2:9][C:8]([F:31])([F:30])[C:4]3[CH:5]=[CH:6][CH:7]=[C:2]([B:32]4[O:36][C:35]([CH3:38])([CH3:37])[C:34]([CH3:40])([CH3:39])[O:33]4)[CH:3]=3)=[N:12]2)=[CH:21][CH:22]=1)([CH3:29])([CH3:28])[CH3:27]. The yield is 0.540. (4) The product is [CH3:33][O:34][C:35]1[CH:36]=[C:37]2[C:42](=[CH:43][CH:44]=1)[C:41]([O:45][C:46]1[CH:51]=[CH:50][C:49]([O:52][CH2:53][CH2:54][N:55]3[CH2:60][CH2:59][CH2:58][CH2:57][CH2:56]3)=[CH:48][CH:47]=1)=[C:40]([C:2]1[CH:10]=[C:9]3[C:5]([CH2:6][NH:7][C:8]3=[O:11])=[CH:4][CH:3]=1)[CH:39]=[CH:38]2. The reactants are Br[C:2]1[CH:10]=[C:9]2[C:5]([CH2:6][NH:7][C:8]2=[O:11])=[CH:4][CH:3]=1.C1(P(C2CCCCC2)C2CCCCC2)CCCCC1.[F-].[Cs+].[CH3:33][O:34][C:35]1[CH:36]=[C:37]2[C:42](=[CH:43][CH:44]=1)[C:41]([O:45][C:46]1[CH:51]=[CH:50][C:49]([O:52][CH2:53][CH2:54][N:55]3[CH2:60][CH2:59][CH2:58][CH2:57][CH2:56]3)=[CH:48][CH:47]=1)=[C:40](OS(C(F)(F)F)(=O)=O)[CH:39]=[CH:38]2. The yield is 0.570. The catalyst is C([O-])(=O)C.[Pd+2].C([O-])(=O)C.C(#N)C.